Dataset: Catalyst prediction with 721,799 reactions and 888 catalyst types from USPTO. Task: Predict which catalyst facilitates the given reaction. Reactant: [N:1]1[CH:6]=[CH:5][CH:4]=[CH:3][C:2]=1[C:7]1[N:8]=[CH:9][N:10]([CH:12]2[CH2:17][CH2:16][N:15]([C:18](OC(C)(C)C)=O)[CH2:14][CH2:13]2)[CH:11]=1.[F:25][C:26]([F:31])([F:30])[C:27]([OH:29])=[O:28].C(O[BH-](OC(=O)C)OC(=O)C)(=O)C.[Na+].[O:46]=[C:47]1[NH:56][CH:55]=[CH:54][C:53]2[N:52]=[C:51]([C:57]3[CH:64]=[CH:63][C:60](C=O)=[CH:59][CH:58]=3)[C:50](C3C=CC=CC=3)=[CH:49][C:48]1=2. Product: [F:25][C:26]([F:31])([F:30])[C:27]([OH:29])=[O:28].[N:1]1[CH:6]=[CH:5][CH:4]=[CH:3][C:2]=1[C:7]1[N:8]=[CH:9][N:10]([CH:12]2[CH2:13][CH2:14][N:15]([CH2:18][C:60]3[CH:59]=[CH:58][C:57]([C:51]4[CH:50]=[CH:49][C:48]5[C:47](=[O:46])[NH:56][CH:55]=[CH:54][C:53]=5[N:52]=4)=[CH:64][CH:63]=3)[CH2:16][CH2:17]2)[CH:11]=1. The catalyst class is: 2.